From a dataset of Forward reaction prediction with 1.9M reactions from USPTO patents (1976-2016). Predict the product of the given reaction. (1) Given the reactants [F:1][C:2]1[CH:7]=[C:6]([CH3:8])[CH:5]=[CH:4][C:3]=1[NH:9][NH2:10].C(=O)([O-])[O-].[K+].[K+].[C:17](OCC)(=[O:25])[C:18]#[C:19][C:20]([O:22][CH2:23][CH3:24])=[O:21].Cl, predict the reaction product. The product is: [F:1][C:2]1[CH:7]=[C:6]([CH3:8])[CH:5]=[CH:4][C:3]=1[N:9]1[C:17]([OH:25])=[CH:18][C:19]([C:20]([O:22][CH2:23][CH3:24])=[O:21])=[N:10]1. (2) Given the reactants [Cl:1][C:2]1[CH:10]=[CH:9][C:5]([C:6]([OH:8])=O)=[CH:4][C:3]=1[NH:11][C:12]([C:14]1[C:15](=[O:31])[NH:16][C:17]2[C:22]([CH:23]=1)=[CH:21][C:20]([O:24][CH2:25][CH2:26][O:27][CH3:28])=[C:19]([O:29][CH3:30])[CH:18]=2)=[O:13].C(OC(=O)[NH:38][CH2:39][CH2:40][CH:41]([NH2:48])[C:42]1[CH:47]=[CH:46][CH:45]=[CH:44][CH:43]=1)(C)(C)C, predict the reaction product. The product is: [NH2:38][CH2:39][CH2:40][CH:41]([NH:48][C:6]([C:5]1[CH:9]=[CH:10][C:2]([Cl:1])=[C:3]([NH:11][C:12]([C:14]2[C:15](=[O:31])[NH:16][C:17]3[C:22]([CH:23]=2)=[CH:21][C:20]([O:24][CH2:25][CH2:26][O:27][CH3:28])=[C:19]([O:29][CH3:30])[CH:18]=3)=[O:13])[CH:4]=1)=[O:8])[C:42]1[CH:47]=[CH:46][CH:45]=[CH:44][CH:43]=1.